From a dataset of Full USPTO retrosynthesis dataset with 1.9M reactions from patents (1976-2016). Predict the reactants needed to synthesize the given product. (1) Given the product [Br:35][C:23]1[CH:22]=[C:21]2[C:26]([O:27][CH:28]3[CH:33]([C:20]42[C:19](=[O:37])[N:18]([CH3:38])[C:17]([NH:16][C:9](=[O:10])[O:11][C:12]([CH3:13])([CH3:14])[CH3:15])=[N:36]4)[CH2:32][CH2:31][C:30](=[O:34])[CH2:29]3)=[CH:25][CH:24]=1, predict the reactants needed to synthesize it. The reactants are: [CH3:13][C:12]([O:11][C:9](O[C:9]([O:11][C:12]([CH3:15])([CH3:14])[CH3:13])=[O:10])=[O:10])([CH3:15])[CH3:14].[NH2:16][C:17]1[N:18]([CH3:38])[C:19](=[O:37])[C:20]2([N:36]=1)[CH:33]1[CH:28]([CH2:29][C:30](=[O:34])[CH2:31][CH2:32]1)[O:27][C:26]1[C:21]2=[CH:22][C:23]([Br:35])=[CH:24][CH:25]=1. (2) The reactants are: [NH2:1][C:2]1[CH:3]=[CH:4][C:5]([O:18][C:19]([F:22])([F:21])[F:20])=[C:6]([NH:8][C:9](=[O:17])[CH2:10][N:11]2[CH2:16][CH2:15][O:14][CH2:13][CH2:12]2)[CH:7]=1.[C:23]1([C:29]2[S:33][C:32]([C:34](O)=[O:35])=[CH:31][CH:30]=2)[CH:28]=[CH:27][CH:26]=[CH:25][CH:24]=1.F[P-](F)(F)(F)(F)F.N1(O[P+](N2CCCC2)(N2CCCC2)N2CCCC2)C2C=CC=CC=2N=N1.C(N(C(C)C)CC)(C)C. Given the product [N:11]1([CH2:10][C:9]([NH:8][C:6]2[CH:7]=[C:2]([NH:1][C:34]([C:32]3[S:33][C:29]([C:23]4[CH:24]=[CH:25][CH:26]=[CH:27][CH:28]=4)=[CH:30][CH:31]=3)=[O:35])[CH:3]=[CH:4][C:5]=2[O:18][C:19]([F:21])([F:22])[F:20])=[O:17])[CH2:12][CH2:13][O:14][CH2:15][CH2:16]1, predict the reactants needed to synthesize it. (3) Given the product [Cl:1][C:2]1[S:6][C:5]([S:7]([NH:10][C:11]2[CH:19]=[CH:18][C:14]([C:15]([O:17][CH2:32][CH2:31][O:30][CH3:29])=[O:16])=[C:13]([OH:20])[CH:12]=2)(=[O:9])=[O:8])=[CH:4][C:3]=1[C:21]1[CH:26]=[C:25]([F:27])[CH:24]=[CH:23][C:22]=1[OH:28], predict the reactants needed to synthesize it. The reactants are: [Cl:1][C:2]1[S:6][C:5]([S:7]([NH:10][C:11]2[CH:19]=[CH:18][C:14]([C:15]([OH:17])=[O:16])=[C:13]([OH:20])[CH:12]=2)(=[O:9])=[O:8])=[CH:4][C:3]=1[C:21]1[CH:26]=[C:25]([F:27])[CH:24]=[CH:23][C:22]=1[OH:28].[CH3:29][O:30][CH2:31][CH2:32]O. (4) Given the product [CH:1]1([C:6]2[NH:7][C:8]3[C:14]([C:15]([NH:19][CH2:20][CH2:21][C:22]4[CH:27]=[CH:26][C:25]([OH:28])=[CH:24][CH:23]=4)=[O:17])=[CH:13][CH:12]=[C:11]([OH:18])[C:9]=3[N:10]=2)[CH2:2][CH2:3][CH2:4][CH2:5]1, predict the reactants needed to synthesize it. The reactants are: [CH:1]1([C:6]2[NH:10][C:9]3[C:11]([OH:18])=[CH:12][CH:13]=[C:14]([C:15]([OH:17])=O)[C:8]=3[N:7]=2)[CH2:5][CH2:4][CH2:3][CH2:2]1.[NH2:19][CH2:20][CH2:21][C:22]1[CH:27]=[CH:26][C:25]([OH:28])=[CH:24][CH:23]=1. (5) The reactants are: [F:1][C:2]([F:26])([F:25])C1C=CC(OC(C2C=CC([C:2]([F:26])([F:25])[F:1])=CC=2)(C)C(O)=O)=CC=1.FC(F)(F)[C:29]1[CH:50]=[CH:49][CH:48]=[CH:47][C:30]=1[O:31][C:32]([C:37]1[CH:42]=[CH:41][CH:40]=[C:39]([C:43]([F:46])([F:45])[F:44])[CH:38]=1)([CH3:36])[C:33]([OH:35])=[O:34]. Given the product [F:1][C:2]([F:26])([F:25])[C:49]1[CH:48]=[CH:47][C:30]([O:31][C:32]([C:37]2[CH:42]=[CH:41][CH:40]=[C:39]([C:43]([F:44])([F:45])[F:46])[CH:38]=2)([CH3:36])[C:33]([OH:35])=[O:34])=[CH:29][CH:50]=1, predict the reactants needed to synthesize it. (6) Given the product [CH3:3][O:4][C:5](=[O:22])[C:6]1[CH:11]=[CH:10][C:9]([CH2:12][N:13]([C:14]([O:16][C:17]([CH3:18])([CH3:19])[CH3:20])=[O:15])[CH3:23])=[C:8]([CH3:21])[CH:7]=1, predict the reactants needed to synthesize it. The reactants are: [H-].[Na+].[CH3:3][O:4][C:5](=[O:22])[C:6]1[CH:11]=[CH:10][C:9]([CH2:12][NH:13][C:14]([O:16][C:17]([CH3:20])([CH3:19])[CH3:18])=[O:15])=[C:8]([CH3:21])[CH:7]=1.[CH3:23]I. (7) Given the product [CH2:18]([O:21][C@H:22]1[C:30]2[C:25](=[CH:26][C:27]([O:31][CH3:32])=[CH:28][CH:29]=2)[C@@H:24]([NH:33][CH2:34][C@@H:35]([OH:47])[C@@H:36]([NH:46][C:12](=[O:14])[C@@H:11]([N:2]([CH3:1])[C:3](=[O:10])[C@@H:4]([CH3:9])[CH2:5][CH2:6][CH2:7][CH3:8])[CH2:15][CH:16]=[CH2:17])[CH2:37][C:38]2[CH:39]=[C:40]([Cl:45])[CH:41]=[C:42]([Cl:44])[CH:43]=2)[CH2:23]1)[CH:19]=[CH2:20], predict the reactants needed to synthesize it. The reactants are: [CH3:1][N:2]([C@@H:11]([CH2:15][CH:16]=[CH2:17])[C:12]([OH:14])=O)[C:3](=[O:10])[C@@H:4]([CH3:9])[CH2:5][CH2:6][CH2:7][CH3:8].[CH2:18]([O:21][C@H:22]1[C:30]2[C:25](=[CH:26][C:27]([O:31][CH3:32])=[CH:28][CH:29]=2)[C@@H:24]([NH:33][CH2:34][C@@H:35]([OH:47])[C@@H:36]([NH2:46])[CH2:37][C:38]2[CH:43]=[C:42]([Cl:44])[CH:41]=[C:40]([Cl:45])[CH:39]=2)[CH2:23]1)[CH:19]=[CH2:20].